Dataset: Catalyst prediction with 721,799 reactions and 888 catalyst types from USPTO. Task: Predict which catalyst facilitates the given reaction. Reactant: [CH3:1][C:2]1[N:3]=[C:4]([CH:8]([NH:13][C:14]2[C:15]3[N:16]([CH:22]=[CH:23][CH:24]=3)[N:17]=[CH:18][C:19]=2[C:20]#[N:21])[CH2:9][CH:10]([CH3:12])[CH3:11])[S:5][C:6]=1[CH3:7].[NH4+].[OH-:26].OO. Product: [CH3:1][C:2]1[N:3]=[C:4]([CH:8]([NH:13][C:14]2[C:15]3[N:16]([CH:22]=[CH:23][CH:24]=3)[N:17]=[CH:18][C:19]=2[C:20]([NH2:21])=[O:26])[CH2:9][CH:10]([CH3:12])[CH3:11])[S:5][C:6]=1[CH3:7]. The catalyst class is: 14.